This data is from Peptide-MHC class II binding affinity with 134,281 pairs from IEDB. The task is: Regression. Given a peptide amino acid sequence and an MHC pseudo amino acid sequence, predict their binding affinity value. This is MHC class II binding data. (1) The peptide sequence is GGNMLETIKVSPQTM. The MHC is DRB1_0101 with pseudo-sequence DRB1_0101. The binding affinity (normalized) is 0.775. (2) The MHC is HLA-DPA10301-DPB10402 with pseudo-sequence HLA-DPA10301-DPB10402. The binding affinity (normalized) is 0.219. The peptide sequence is KLVLNIKYTRPGDSL. (3) The peptide sequence is EKTYFAATQFEPLAA. The MHC is DRB1_0101 with pseudo-sequence DRB1_0101. The binding affinity (normalized) is 0.654. (4) The binding affinity (normalized) is 0.129. The peptide sequence is AMAPTMAAPGAAVAS. The MHC is HLA-DQA10501-DQB10201 with pseudo-sequence HLA-DQA10501-DQB10201. (5) The peptide sequence is LYKRVLHMLLLLIQT. The MHC is H-2-IAb with pseudo-sequence H-2-IAb. The binding affinity (normalized) is 0.0227. (6) The MHC is DRB1_1201 with pseudo-sequence DRB1_1201. The binding affinity (normalized) is 0.382. The peptide sequence is AANWILRGTSFVYVP. (7) The peptide sequence is FHEFLSSKLNKFISP. The MHC is DRB1_0101 with pseudo-sequence DRB1_0101. The binding affinity (normalized) is 0.223.